This data is from Reaction yield outcomes from USPTO patents with 853,638 reactions. The task is: Predict the reaction yield, written as a fraction of the theoretical maximum amount of product (1.0 means a 100% yield; for example, 0.34 means a 34% yield). (1) The reactants are [CH3:1][C:2]1[O:6][C:5]([C:7]2[CH:12]=[CH:11][C:10]([N:13]([CH3:20])[C:14]3[CH:19]=[CH:18][CH:17]=[CH:16][CH:15]=3)=[CH:9][CH:8]=2)=[N:4][C:3]=1[CH2:21][CH2:22][OH:23].[C:24]1([CH3:34])[CH:29]=[CH:28][C:27]([S:30](Cl)(=[O:32])=[O:31])=[CH:26][CH:25]=1.C(N(CC)CC)C. The product is [CH3:1][C:2]1[O:6][C:5]([C:7]2[CH:8]=[CH:9][C:10]([N:13]([CH3:20])[C:14]3[CH:19]=[CH:18][CH:17]=[CH:16][CH:15]=3)=[CH:11][CH:12]=2)=[N:4][C:3]=1[CH2:21][CH2:22][O:23][S:30]([C:27]1[CH:28]=[CH:29][C:24]([CH3:34])=[CH:25][CH:26]=1)(=[O:32])=[O:31]. The yield is 0.830. The catalyst is C(Cl)Cl.CN(C1C=CN=CC=1)C. (2) The reactants are [Cl:1][C:2]1[CH:7]=[CH:6][C:5]([NH:8][C:9]2[C:10]([C:19]([NH:21][NH2:22])=[O:20])=[CH:11][C:12]3[NH:16][CH:15]=[N:14][C:13]=3[C:17]=2[F:18])=[C:4]([CH3:23])[CH:3]=1.[C:24](Cl)(Cl)=[O:25]. The catalyst is C1(C)C=CC=CC=1. The product is [Cl:1][C:2]1[CH:7]=[CH:6][C:5]([NH:8][C:9]2[C:10]([C:19]3[O:20][C:24]([OH:25])=[N:22][N:21]=3)=[CH:11][C:12]3[NH:16][CH:15]=[N:14][C:13]=3[C:17]=2[F:18])=[C:4]([CH3:23])[CH:3]=1. The yield is 0.990. (3) The reactants are [Cl:1][C:2]1[CH:3]=[C:4]([CH2:9][C:10]#[N:11])[CH:5]=[C:6]([Cl:8])[CH:7]=1.Cl.[OH-].[Na+]. The catalyst is C1COCC1.C(OCC)C. The product is [Cl:1][C:2]1[CH:3]=[C:4]([CH2:9][CH2:10][NH2:11])[CH:5]=[C:6]([Cl:8])[CH:7]=1. The yield is 0.851.